This data is from Catalyst prediction with 721,799 reactions and 888 catalyst types from USPTO. The task is: Predict which catalyst facilitates the given reaction. (1) Reactant: [F:1][C:2]1[CH:7]=[C:6]([F:8])[CH:5]=[CH:4][C:3]=1[S:9]([NH:12][C:13]1[C:14]([O:29][CH3:30])=[N:15][CH:16]=[C:17]([C:19]2[CH:20]=[CH:21][C:22]3[N:23]([C:25](I)=[CH:26][N:27]=3)[CH:24]=2)[CH:18]=1)(=[O:11])=[O:10].CCN(CC)CC.[CH3:38][C:39]([OH:43])([C:41]#[CH:42])[CH3:40]. Product: [F:1][C:2]1[CH:7]=[C:6]([F:8])[CH:5]=[CH:4][C:3]=1[S:9]([NH:12][C:13]1[C:14]([O:29][CH3:30])=[N:15][CH:16]=[C:17]([C:19]2[CH:20]=[CH:21][C:22]3[N:23]([C:25]([C:42]#[C:41][C:39]([OH:43])([CH3:40])[CH3:38])=[CH:26][N:27]=3)[CH:24]=2)[CH:18]=1)(=[O:11])=[O:10]. The catalyst class is: 538. (2) Reactant: [ClH:1].C([C:4](=[C:10]([CH3:16])[CH:11]=[CH:12][N:13](C)[CH3:14])[C:5]([O:7][CH2:8][CH3:9])=[O:6])#N.O. Product: [Cl:1][C:14]1[N:13]=[CH:12][CH:11]=[C:10]([CH3:16])[C:4]=1[C:5]([O:7][CH2:8][CH3:9])=[O:6]. The catalyst class is: 8.